Dataset: Catalyst prediction with 721,799 reactions and 888 catalyst types from USPTO. Task: Predict which catalyst facilitates the given reaction. Reactant: C[Al](C)C.C[Si]([N:9]=[N+:10]=[N-:11])(C)C.[C:12]([C:14]1[CH:15]=[C:16]([C:21]2[O:25][N:24]=[C:23]([C:26]3[CH:31]=[CH:30][C:29]([F:32])=[CH:28][N:27]=3)[N:22]=2)[CH:17]=[C:18]([F:20])[CH:19]=1)#[N:13]. Product: [F:32][C:29]1[CH:30]=[CH:31][C:26]([C:23]2[N:22]=[C:21]([C:16]3[CH:15]=[C:14]([C:12]4[NH:13][N:11]=[N:10][N:9]=4)[CH:19]=[C:18]([F:20])[CH:17]=3)[O:25][N:24]=2)=[N:27][CH:28]=1. The catalyst class is: 11.